From a dataset of Full USPTO retrosynthesis dataset with 1.9M reactions from patents (1976-2016). Predict the reactants needed to synthesize the given product. Given the product [Cl:14][C:15]1[CH:23]=[CH:22][CH:21]=[C:20]([Cl:24])[C:16]=1[C:17]([C:3]1[C:4]2[C:5](=[CH:6][N:7]=[CH:8][CH:9]=2)[NH:1][CH:2]=1)=[O:18], predict the reactants needed to synthesize it. The reactants are: [NH:1]1[C:5]2=[CH:6][N:7]=[CH:8][CH:9]=[C:4]2[CH:3]=[CH:2]1.[Cl-].[Al+3].[Cl-].[Cl-].[Cl:14][C:15]1[CH:23]=[CH:22][CH:21]=[C:20]([Cl:24])[C:16]=1[C:17](Cl)=[O:18].CO.